From a dataset of Forward reaction prediction with 1.9M reactions from USPTO patents (1976-2016). Predict the product of the given reaction. (1) Given the reactants [C:1]([C:3]1[C:4]([N:18]2[CH2:21][CH:20]([C:22]([OH:24])=O)[CH2:19]2)=[N:5][C:6]([C:14]([F:17])([F:16])[F:15])=[C:7]([C:9]([O:11][CH2:12][CH3:13])=[O:10])[CH:8]=1)#[N:2].[CH3:25][CH:26]1[CH2:31][CH2:30][CH:29]([CH2:32][S:33]([NH2:36])(=[O:35])=[O:34])[CH2:28][CH2:27]1, predict the reaction product. The product is: [C:1]([C:3]1[C:4]([N:18]2[CH2:19][CH:20]([C:22](=[O:24])[NH:36][S:33]([CH2:32][CH:29]3[CH2:30][CH2:31][CH:26]([CH3:25])[CH2:27][CH2:28]3)(=[O:34])=[O:35])[CH2:21]2)=[N:5][C:6]([C:14]([F:16])([F:15])[F:17])=[C:7]([CH:8]=1)[C:9]([O:11][CH2:12][CH3:13])=[O:10])#[N:2]. (2) Given the reactants Cl[C:2]1[CH:3]=[C:4]2[C:9](=[CH:10][N:11]=1)[N:8]=[C:7]([C:12]1[CH:17]=[C:16]([F:18])[CH:15]=[CH:14][C:13]=1[CH3:19])[CH:6]=[C:5]2[CH3:20].[CH:21]1([C:24]([NH2:26])=[O:25])[CH2:23][CH2:22]1.O1CCOCC1.C1(P(C2C=CC=CC=2)C2C3OC4C(=CC=CC=4P(C4C=CC=CC=4)C4C=CC=CC=4)C(C)(C)C=3C=CC=2)C=CC=CC=1.C(=O)([O-])[O-].[Cs+].[Cs+], predict the reaction product. The product is: [F:18][C:16]1[CH:15]=[CH:14][C:13]([CH3:19])=[C:12]([C:7]2[CH:6]=[C:5]([CH3:20])[C:4]3[C:9](=[CH:10][N:11]=[C:2]([NH:26][C:24]([CH:21]4[CH2:23][CH2:22]4)=[O:25])[CH:3]=3)[N:8]=2)[CH:17]=1. (3) Given the reactants C(Cl)(=O)C(Cl)=O.[O:7]=[C:8]1[CH:15]2[CH2:16][C:11]3([C:18](O)=[O:19])[CH2:12][CH:13]([CH2:17][CH:9]1[CH2:10]3)[CH2:14]2.Cl.[NH2:22][C@H:23]1[CH2:28][CH2:27][CH2:26][N:25]([C:29]([O:31][CH2:32][C:33]2[CH:38]=[CH:37][CH:36]=[CH:35][CH:34]=2)=[O:30])[CH2:24]1.C(N(CC)C(C)C)(C)C, predict the reaction product. The product is: [O:7]=[C:8]1[CH:9]2[CH2:10][C:11]3([C:18]([NH:22][C@H:23]4[CH2:28][CH2:27][CH2:26][N:25]([C:29]([O:31][CH2:32][C:33]5[CH:38]=[CH:37][CH:36]=[CH:35][CH:34]=5)=[O:30])[CH2:24]4)=[O:19])[CH2:12][CH:13]([CH2:14][CH:15]1[CH2:16]3)[CH2:17]2. (4) Given the reactants [CH2:1]([O:8][C:9]([NH:11][CH2:12][CH2:13][C:14]([NH:16][CH2:17][C@H:18]1[CH2:23][CH2:22][CH2:21][N:20](C(OC(C)(C)C)=O)[CH2:19]1)=[O:15])=[O:10])[C:2]1[CH:7]=[CH:6][CH:5]=[CH:4][CH:3]=1, predict the reaction product. The product is: [CH2:1]([O:8][C:9]([NH:11][CH2:12][CH2:13][C:14]([NH:16][CH2:17][C@H:18]1[CH2:23][CH2:22][CH2:21][NH:20][CH2:19]1)=[O:15])=[O:10])[C:2]1[CH:3]=[CH:4][CH:5]=[CH:6][CH:7]=1. (5) The product is: [F:10][C:11]1[CH:12]=[CH:13][C:14]([NH:17][C:18]([C:20]2[C:24]([NH:25][C:7]([C:6]3[CH:5]=[CH:4][S:3][C:2]=3[CH3:1])=[O:9])=[CH:23][NH:22][N:21]=2)=[O:19])=[CH:15][CH:16]=1. Given the reactants [CH3:1][C:2]1[S:3][CH:4]=[CH:5][C:6]=1[C:7]([OH:9])=O.[F:10][C:11]1[CH:16]=[CH:15][C:14]([NH:17][C:18]([C:20]2[C:24]([NH2:25])=[CH:23][NH:22][N:21]=2)=[O:19])=[CH:13][CH:12]=1.C(Cl)CCl.C1C=CC2N(O)N=NC=2C=1, predict the reaction product. (6) Given the reactants C[O:2][C:3](=O)[CH2:4][C:5]1[CH:10]=[CH:9][C:8]([OH:11])=[CH:7][CH:6]=1.[NH2:13][NH2:14], predict the reaction product. The product is: [OH:11][C:8]1[CH:9]=[CH:10][C:5]([CH2:4][C:3]([NH:13][NH2:14])=[O:2])=[CH:6][CH:7]=1. (7) The product is: [CH2:1]([O:8][C:9](=[O:34])[N:10]([CH2:20][C:21]1[CH:26]=[CH:25][CH:24]=[C:23]([C:27]2[C:31]([C:35]3[CH2:40][CH2:39][CH2:38][CH2:37][CH:36]=3)=[C:30]([NH2:32])[N:29]([CH3:33])[N:28]=2)[CH:22]=1)[CH2:11][C:12]1[CH:13]=[CH:14][C:15]([O:18][CH3:19])=[CH:16][CH:17]=1)[C:2]1[CH:3]=[CH:4][CH:5]=[CH:6][CH:7]=1. Given the reactants [CH2:1]([O:8][C:9](=[O:34])[N:10]([CH2:20][C:21]1[CH:26]=[CH:25][CH:24]=[C:23]([C:27]2[CH:31]=[C:30]([NH2:32])[N:29]([CH3:33])[N:28]=2)[CH:22]=1)[CH2:11][C:12]1[CH:17]=[CH:16][C:15]([O:18][CH3:19])=[CH:14][CH:13]=1)[C:2]1[CH:7]=[CH:6][CH:5]=[CH:4][CH:3]=1.[C:35]1(=O)[CH2:40][CH2:39][CH2:38][CH2:37][CH2:36]1, predict the reaction product.